This data is from Catalyst prediction with 721,799 reactions and 888 catalyst types from USPTO. The task is: Predict which catalyst facilitates the given reaction. (1) The catalyst class is: 9. Reactant: [C:1]([C:5]1[CH:10]=[CH:9][C:8]([NH:11][C:12](=[O:29])[C:13]2[CH:18]=[CH:17][C:16]([OH:19])=[C:15]([N:20]([C:22]3[C:27]([Cl:28])=[CH:26][CH:25]=[CH:24][N:23]=3)[CH3:21])[CH:14]=2)=[CH:7][CH:6]=1)([CH3:4])([CH3:3])[CH3:2].C(=O)([O-])[O-].[K+].[K+].[C:36]([O:39][CH2:40][CH2:41]Br)(=[O:38])[CH3:37]. Product: [C:1]([C:5]1[CH:10]=[CH:9][C:8]([NH:11][C:12](=[O:29])[C:13]2[CH:18]=[CH:17][C:16]([O:19][CH2:41][CH2:40][O:39][C:36](=[O:38])[CH3:37])=[C:15]([N:20]([C:22]3[C:27]([Cl:28])=[CH:26][CH:25]=[CH:24][N:23]=3)[CH3:21])[CH:14]=2)=[CH:7][CH:6]=1)([CH3:4])([CH3:2])[CH3:3]. (2) Product: [CH:1]1([N:6]2[CH2:12][C:11]([F:13])([F:14])[C:10](=[O:15])[N:9]([CH3:16])[C:8]3[CH:17]=[N:18][C:19]([NH:21][C:22]4[CH:30]=[CH:29][C:25]([C:26]([NH:46][CH2:47][CH2:52][O:77][CH3:76])=[O:27])=[CH:24][C:23]=4[O:31][CH3:32])=[N:20][C:7]2=3)[CH2:2][CH2:3][CH2:4][CH2:5]1. The catalyst class is: 145. Reactant: [CH:1]1([N:6]2[CH2:12][C:11]([F:14])([F:13])[C:10](=[O:15])[N:9]([CH3:16])[C:8]3[CH:17]=[N:18][C:19]([NH:21][C:22]4[CH:30]=[CH:29][C:25]([C:26](O)=[O:27])=[CH:24][C:23]=4[O:31][CH3:32])=[N:20][C:7]2=3)[CH2:5][CH2:4][CH2:3][CH2:2]1.F[P-](F)(F)(F)(F)F.CN(C(N(C)C)=[N+]1[C:52]2[C:47](=NC=CC=2)[N+:46]([O-])=N1)C.ON1C2C=CC=CC=2N=N1.C(N(C(C)C)CC)(C)C.[C:76](=O)(O)[O-:77].[Na+]. (3) Reactant: [CH3:1][C:2]1[C:6]2[CH:7]=[CH:8][C:9]([O:11][CH3:12])=[CH:10][C:5]=2[S:4][C:3]=1[C:13]([OH:15])=O.C(C1NC=CN=1)(C1NC=CN=1)=O.Cl.[CH3:29][NH:30][O:31][CH3:32]. Product: [CH3:29][N:30]([O:31][CH3:32])[C:13]([C:3]1[S:4][C:5]2[CH:10]=[C:9]([O:11][CH3:12])[CH:8]=[CH:7][C:6]=2[C:2]=1[CH3:1])=[O:15]. The catalyst class is: 2. (4) Reactant: [NH:1]1[CH:5]=[CH:4][N:3]=[C:2]1[CH2:6][N:7]([CH2:14][C:15]1[CH:28]=[CH:27][C:18]([C:19]([NH:21][CH2:22][CH2:23][CH2:24][CH2:25][NH2:26])=[O:20])=[CH:17][CH:16]=1)[CH2:8][C:9]1[NH:10][CH:11]=[CH:12][N:13]=1.[CH:29]1([CH:35]=O)[CH2:34][CH2:33][CH2:32][CH2:31][CH2:30]1.C(OC)(OC)OC.[BH4-].[Na+]. Product: [NH:1]1[CH:5]=[CH:4][N:3]=[C:2]1[CH2:6][N:7]([CH2:14][C:15]1[CH:28]=[CH:27][C:18]([C:19]([NH:21][CH2:22][CH2:23][CH2:24][CH2:25][NH:26][CH2:35][CH:29]2[CH2:34][CH2:33][CH2:32][CH2:31][CH2:30]2)=[O:20])=[CH:17][CH:16]=1)[CH2:8][C:9]1[NH:13][CH:12]=[CH:11][N:10]=1. The catalyst class is: 5. (5) Reactant: [CH3:1][O:2][C:3]1[C:12]2[C:7](=[CH:8][CH:9]=[CH:10][CH:11]=2)[C:6]([CH:13]=[CH2:14])=[CH:5][CH:4]=1.[CH3:15][O:16][C:17]([C:19]#[C:20][C:21]([O:23][CH3:24])=[O:22])=[O:18].CCCCCC.CCOC(C)=O. Product: [CH3:15][O:16][C:17]([C:19]1[C:20]([C:21]([O:23][CH3:24])=[O:22])=[CH:14][CH:13]=[C:6]2[C:5]=1[CH:4]=[C:3]([O:2][CH3:1])[C:12]1[C:7]2=[CH:8][CH:9]=[CH:10][CH:11]=1)=[O:18]. The catalyst class is: 641. (6) Reactant: [F:1][C:2]1[CH:7]=[C:6]([S:8][CH3:9])[CH:5]=[CH:4][C:3]=1[NH:10][C:11]1[N:15]2[CH:16]=[N:17][CH:18]=[CH:19][C:14]2=[CH:13][C:12]=1[C:20](O)=[O:21].[CH3:23][C:24]1([CH3:32])[O:28][C@@H:27]([CH2:29][O:30][NH2:31])[CH2:26][O:25]1.C1C=CC2N(O)N=NC=2C=1.CCN=C=NCCCN(C)C.Cl.CCN(C(C)C)C(C)C. Product: [CH3:23][C:24]1([CH3:32])[O:28][C@@H:27]([CH2:29][O:30][NH:31][C:20]([C:12]2[CH:13]=[C:14]3[CH:19]=[CH:18][N:17]=[CH:16][N:15]3[C:11]=2[NH:10][C:3]2[CH:4]=[CH:5][C:6]([S:8][CH3:9])=[CH:7][C:2]=2[F:1])=[O:21])[CH2:26][O:25]1. The catalyst class is: 3.